From a dataset of Full USPTO retrosynthesis dataset with 1.9M reactions from patents (1976-2016). Predict the reactants needed to synthesize the given product. (1) The reactants are: [Br:1][C:2]1[CH:3]=[C:4]([CH:6]=[CH:7][C:8]=1[CH3:9])[NH2:5].[C:10](OC)(=[O:15])[CH2:11][C:12]([CH3:14])=[O:13].N1C=CC=CC=1. Given the product [Br:1][C:2]1[CH:3]=[C:4]([NH:5][C:10](=[O:15])[CH2:11][C:12](=[O:13])[CH3:14])[CH:6]=[CH:7][C:8]=1[CH3:9], predict the reactants needed to synthesize it. (2) Given the product [OH:4][CH2:5][C:7]1[N:12]=[C:11]([N:13]2[CH2:17][CH2:16][CH2:15][CH:14]2[C:18]2[O:22][N:21]=[C:20]([C:23]3[CH:28]=[CH:27][CH:26]=[CH:25][N:24]=3)[CH:19]=2)[N:10]=[C:9]([NH:29][C:30]2[CH:34]=[C:33]([CH3:35])[NH:32][N:31]=2)[CH:8]=1, predict the reactants needed to synthesize it. The reactants are: [BH4-].[Li+].C[O:4][C:5]([C:7]1[N:12]=[C:11]([N:13]2[CH2:17][CH2:16][CH2:15][CH:14]2[C:18]2[O:22][N:21]=[C:20]([C:23]3[CH:28]=[CH:27][CH:26]=[CH:25][N:24]=3)[CH:19]=2)[N:10]=[C:9]([NH:29][C:30]2[CH:34]=[C:33]([CH3:35])[NH:32][N:31]=2)[CH:8]=1)=O.CO.Cl. (3) The reactants are: CC[C@H]1[C@H]2C[C@H]([C@H](OC3C4C(=CC=CC=4)C(O[C@H](C4C=CN=C5C=4C=C(OC)C=C5)[C@@H]4N5C[C@H](CC)[C@@H](CC5)C4)=NN=3)C3C=CN=C4C=3C=C([O:22]C)C=C4)N(CC2)C1.[Cl:59][C:60]1[C:69]2[C:64](=[CH:65][CH:66]=[CH:67][CH:68]=2)[CH:63]=[C:62](C)[C:61]=1C=C.S([O-])([O-])=O.[Na+].[Na+].[C:79]([OH:83])(C)([CH3:81])[CH3:80]. Given the product [Cl:59][C:60]1[C:69]2[C:64](=[CH:65][CH:66]=[CH:67][CH:68]=2)[CH:63]=[C:62]([CH3:61])[C:80]=1[C@H:79]([OH:83])[CH2:81][OH:22], predict the reactants needed to synthesize it. (4) The reactants are: [C:1]([C:5]1[O:9][N:8]=[C:7]([N:10]2[C:14](=[O:15])[C:13]([Cl:16])=[C:12]([NH:17]CC3C=CC(OC)=CC=3OC)[CH:11]2[OH:29])[CH:6]=1)([CH3:4])([CH3:3])[CH3:2]. Given the product [NH2:17][C:12]1[CH:11]([OH:29])[N:10]([C:7]2[CH:6]=[C:5]([C:1]([CH3:3])([CH3:2])[CH3:4])[O:9][N:8]=2)[C:14](=[O:15])[C:13]=1[Cl:16], predict the reactants needed to synthesize it. (5) Given the product [Br:1][C:2]1[S:18][C:5]2[N:6]([CH2:16][CH3:17])[CH:7]=[C:8]([C:11]([NH:25][CH2:24][C:23]3[CH:26]=[CH:27][C:20]([Cl:19])=[CH:21][CH:22]=3)=[O:13])[C:9](=[O:10])[C:4]=2[CH:3]=1, predict the reactants needed to synthesize it. The reactants are: [Br:1][C:2]1[S:18][C:5]2[N:6]([CH2:16][CH3:17])[CH:7]=[C:8]([C:11]([O:13]CC)=O)[C:9](=[O:10])[C:4]=2[CH:3]=1.[Cl:19][C:20]1[CH:27]=[CH:26][C:23]([CH2:24][NH2:25])=[CH:22][CH:21]=1. (6) Given the product [CH3:25][C:24]1[CH:26]=[CH:27][C:21]([S:18]([O:15][CH2:14][C:11]2[CH:12]=[CH:13][C:8]([CH2:7][N:4]3[CH2:5][CH2:6][O:1][CH2:2][CH2:3]3)=[CH:9][CH:10]=2)(=[O:20])=[O:19])=[CH:22][CH:23]=1, predict the reactants needed to synthesize it. The reactants are: [O:1]1[CH2:6][CH2:5][N:4]([CH2:7][C:8]2[CH:13]=[CH:12][C:11]([CH2:14][OH:15])=[CH:10][CH:9]=2)[CH2:3][CH2:2]1.[H-].[Na+].[S:18](Cl)([C:21]1[CH:27]=[CH:26][C:24]([CH3:25])=[CH:23][CH:22]=1)(=[O:20])=[O:19]. (7) Given the product [ClH:29].[Br:1][C:2]1[C:3]2[C:7]([CH:8]=[CH:9][CH:10]=1)=[N:6][N:5]1[C:11]([CH:16]3[CH2:21][CH2:20][NH:19][CH2:18][CH2:17]3)=[CH:12][C:13](=[O:15])[NH:14][C:4]=21, predict the reactants needed to synthesize it. The reactants are: [Br:1][C:2]1[C:3]2[C:7]([CH:8]=[CH:9][CH:10]=1)=[N:6][N:5]1[C:11]([CH:16]3[CH2:21][CH2:20][N:19](C(OC(C)(C)C)=O)[CH2:18][CH2:17]3)=[CH:12][C:13](=[O:15])[NH:14][C:4]=21.[ClH:29].